This data is from Full USPTO retrosynthesis dataset with 1.9M reactions from patents (1976-2016). The task is: Predict the reactants needed to synthesize the given product. (1) The reactants are: O.C1(C)C=CC(S(O)(=O)=O)=CC=1.[Br:13][C:14]1[C:22]2[N:21]=[N:20][N:19]([CH2:23][C:24]([CH3:27])([CH3:26])[CH3:25])[C:18]=2[CH:17]=[CH:16][C:15]=1N.N([O-])=O.[Na+].[I-:33].[K+].C(=O)(O)[O-].[Na+].[O-]S([O-])(=S)=O.[Na+].[Na+]. Given the product [Br:13][C:14]1[C:22]2[N:21]=[N:20][N:19]([CH2:23][C:24]([CH3:27])([CH3:26])[CH3:25])[C:18]=2[CH:17]=[CH:16][C:15]=1[I:33], predict the reactants needed to synthesize it. (2) Given the product [CH2:18]([S:20][C:4]1[CH:12]=[C:11]2[C:7]([CH:8]=[CH:9][NH:10]2)=[CH:6][CH:5]=1)[CH3:19], predict the reactants needed to synthesize it. The reactants are: [H-].[K+].Br[C:4]1[CH:12]=[C:11]2[C:7]([CH:8]=[CH:9][NH:10]2)=[CH:6][CH:5]=1.C([Li])(C)(C)C.[CH2:18]([S:20]SCC)[CH3:19]. (3) Given the product [O:37]1[CH2:36][CH2:35][N:34]([C:29]2[CH:28]=[C:27]([C:21]3[C:22]4[S:23][C:24]5[C:15](=[CH:14][C:13]([NH:12][CH:9]6[CH2:8][CH2:7][C:6](=[O:5])[CH2:11][CH2:10]6)=[CH:26][CH:25]=5)[S:16][C:17]=4[CH:18]=[CH:19][CH:20]=3)[NH:32][C:31](=[O:33])[CH:30]=2)[CH2:39][CH2:38]1, predict the reactants needed to synthesize it. The reactants are: Cl.O1[C:6]2([CH2:11][CH2:10][CH:9]([NH:12][C:13]3[CH:14]=[C:15]4[C:24](=[CH:25][CH:26]=3)[S:23][C:22]3[C:21]([C:27]5[NH:32][C:31](=[O:33])[CH:30]=[C:29]([N:34]6[CH2:39][CH2:38][O:37][CH2:36][CH2:35]6)[CH:28]=5)=[CH:20][CH:19]=[CH:18][C:17]=3[S:16]4)[CH2:8][CH2:7]2)[O:5]CC1.C(=O)([O-])O.[Na+].